From a dataset of Reaction yield outcomes from USPTO patents with 853,638 reactions. Predict the reaction yield, written as a fraction of the theoretical maximum amount of product (1.0 means a 100% yield; for example, 0.34 means a 34% yield). (1) The reactants are [CH3:1][C:2]([C:11]1[CH:16]=[CH:15][CH:14]=[CH:13][CH:12]=1)([C:8](=O)[CH3:9])[C:3](OCC)=[O:4].O.[NH2:18][NH2:19]. No catalyst specified. The product is [CH3:9][C:8]1[C:2]([CH3:1])([C:11]2[CH:16]=[CH:15][CH:14]=[CH:13][CH:12]=2)[C:3](=[O:4])[NH:19][N:18]=1. The yield is 0.570. (2) The reactants are Cl.[NH2:2][C:3]1[N:7]([C:8]2[CH:9]=[C:10]([CH2:14][OH:15])[CH:11]=[CH:12][CH:13]=2)[N:6]=[C:5]([C:16]([CH3:19])([CH3:18])[CH3:17])[CH:4]=1.N1C=CN=C1.[CH3:25][C:26]([Si:29](Cl)(C)[CH3:30])([CH3:28])[CH3:27]. The catalyst is CN(C=O)C. The product is [C:16]([C:5]1[CH:4]=[C:3]([NH2:2])[N:7]([C:8]2[CH:13]=[CH:12][CH:11]=[C:10]([CH2:14][O:15][SiH:29]([C:26]([CH3:28])([CH3:27])[CH3:25])[CH3:30])[CH:9]=2)[N:6]=1)([CH3:19])([CH3:18])[CH3:17]. The yield is 0.360.